Task: Predict the reaction yield, written as a fraction of the theoretical maximum amount of product (1.0 means a 100% yield; for example, 0.34 means a 34% yield).. Dataset: Buchwald-Hartwig C-N cross coupling reaction yields with 55,370 reactions The reactants are FC(F)(F)c1ccc(Cl)cc1.Cc1ccc(N)cc1.O=S(=O)(O[Pd]1c2ccccc2-c2ccccc2N~1)C(F)(F)F.COc1ccc(OC)c(P([C@]23C[C@H]4C[C@H](C[C@H](C4)C2)C3)[C@]23C[C@H]4C[C@H](C[C@H](C4)C2)C3)c1-c1c(C(C)C)cc(C(C)C)cc1C(C)C.CCN=P(N=P(N(C)C)(N(C)C)N(C)C)(N(C)C)N(C)C.CCOC(=O)c1cnoc1. No catalyst specified. The product is Cc1ccc(Nc2ccc(C(F)(F)F)cc2)cc1. The yield is 0.00698.